From a dataset of Reaction yield outcomes from USPTO patents with 853,638 reactions. Predict the reaction yield, written as a fraction of the theoretical maximum amount of product (1.0 means a 100% yield; for example, 0.34 means a 34% yield). (1) The reactants are Cl.[NH2:2][CH:3]([C:5]1[O:6][C:7](=[O:21])[C:8]2[C:13]([C:14]=1[C:15]1[CH:20]=[CH:19][CH:18]=[CH:17][CH:16]=1)=[CH:12][CH:11]=[CH:10][CH:9]=2)[CH3:4].Cl[C:23]1[C:24]2[CH:31]=[CH:30][S:29][C:25]=2[N:26]=[CH:27][N:28]=1.C(N(CC)CC)C. The catalyst is CC(O)(C)C. The product is [C:15]1([C:14]2[C:13]3[C:8](=[CH:9][CH:10]=[CH:11][CH:12]=3)[C:7](=[O:21])[O:6][C:5]=2[CH:3]([NH:2][C:23]2[C:24]3[CH:31]=[CH:30][S:29][C:25]=3[N:26]=[CH:27][N:28]=2)[CH3:4])[CH:20]=[CH:19][CH:18]=[CH:17][CH:16]=1. The yield is 0.470. (2) The reactants are [NH2:1][CH2:2][C:3]1[CH:4]=[CH:5][C:6]([NH:25][C:26]([O:28][C:29]([CH3:32])([CH3:31])[CH3:30])=[O:27])=[C:7]([CH2:9][CH2:10][C:11]2[CH:12]=[C:13]([NH:17][C:18](=[O:24])[O:19][C:20]([CH3:23])([CH3:22])[CH3:21])[CH:14]=[N:15][CH:16]=2)[CH:8]=1.[Cl:33][C:34]1[N:39]=[C:38](Cl)[C:37]([Cl:41])=[CH:36][N:35]=1.C(=O)([O-])[O-].[K+].[K+]. The catalyst is CN(C)C=O. The product is [C:29]([O:28][C:26]([NH:25][C:6]1[CH:5]=[CH:4][C:3]([CH2:2][NH:1][C:36]2[C:37]([Cl:41])=[CH:38][N:39]=[C:34]([Cl:33])[N:35]=2)=[CH:8][C:7]=1[CH2:9][CH2:10][C:11]1[CH:12]=[C:13]([NH:17][C:18](=[O:24])[O:19][C:20]([CH3:23])([CH3:21])[CH3:22])[CH:14]=[N:15][CH:16]=1)=[O:27])([CH3:32])([CH3:31])[CH3:30]. The yield is 0.400.